Dataset: Catalyst prediction with 721,799 reactions and 888 catalyst types from USPTO. Task: Predict which catalyst facilitates the given reaction. (1) Reactant: N1(O[C:11]2[N:16]=[C:15]([NH:17][C:18]3[S:19][CH:20]=[C:21]([CH3:23])[CH:22]=3)[C:14]([C:24]([NH2:26])=[O:25])=[CH:13][N:12]=2)C2C=CC=CC=2N=N1.Cl.[NH2:28][C@@H:29]([C:34]([NH2:36])=[O:35])[CH2:30][CH:31]([CH3:33])[CH3:32].CCN(C(C)C)C(C)C. Product: [NH2:36][C:34](=[O:35])[C@H:29]([NH:28][C:11]1[N:16]=[C:15]([NH:17][C:18]2[S:19][CH:20]=[C:21]([CH3:23])[CH:22]=2)[C:14]([C:24]([NH2:26])=[O:25])=[CH:13][N:12]=1)[CH2:30][CH:31]([CH3:33])[CH3:32]. The catalyst class is: 37. (2) Reactant: [CH3:1][O:2][C:3]1[CH:8]=[CH:7][C:6]([N+:9]([O-:11])=[O:10])=[CH:5][C:4]=1[N:12]([CH3:19])[CH:13]1[CH2:18][CH2:17][NH:16][CH2:15][CH2:14]1.[C:20]([BH3-])#N.[Na+].C(O)=O.C=O. Product: [CH3:1][O:2][C:3]1[CH:8]=[CH:7][C:6]([N+:9]([O-:11])=[O:10])=[CH:5][C:4]=1[N:12]([CH3:19])[CH:13]1[CH2:18][CH2:17][N:16]([CH3:20])[CH2:15][CH2:14]1. The catalyst class is: 5. (3) Reactant: [Li][NH2:2].[C:3]([C:7]1[CH:12]=[CH:11][C:10](Br)=[CH:9][CH:8]=1)([CH3:6])([CH3:5])[CH3:4].Cl.C([O-])(O)=O.[Na+]. Product: [C:3]([C:7]1[CH:12]=[CH:11][C:10]([NH2:2])=[CH:9][CH:8]=1)([CH3:6])([CH3:5])[CH3:4]. The catalyst class is: 57.